Dataset: Full USPTO retrosynthesis dataset with 1.9M reactions from patents (1976-2016). Task: Predict the reactants needed to synthesize the given product. (1) Given the product [C:23]([C:7]1[C:8]2[C:13](=[CH:12][CH:11]=[C:10]([O:16][C:17]3[CH:18]=[CH:19][CH:20]=[CH:21][CH:22]=3)[CH:9]=2)[C:14]([OH:15])=[C:5]([C:3]([NH:25][CH2:26][C:27]2([C:30]([OH:32])=[O:31])[CH2:29][CH2:28]2)=[O:4])[N:6]=1)#[N:24], predict the reactants needed to synthesize it. The reactants are: CO[C:3]([C:5]1[N:6]=[C:7]([C:23]#[N:24])[C:8]2[C:13]([C:14]=1[OH:15])=[CH:12][CH:11]=[C:10]([O:16][C:17]1[CH:22]=[CH:21][CH:20]=[CH:19][CH:18]=1)[CH:9]=2)=[O:4].[NH2:25][CH2:26][C:27]1([C:30]([OH:32])=[O:31])[CH2:29][CH2:28]1.C[O-].[Na+].Cl. (2) The reactants are: Br[C:2]1[C:10]2[N:9]=[C:8]([N:11]3[CH2:16][CH2:15][N:14]([C:17]4[C:22]([C:23]([F:26])([F:25])[F:24])=[CH:21][CH:20]=[CH:19][N:18]=4)[CH2:13][CH2:12]3)[NH:7][C:6]=2[CH:5]=[C:4]([C:27]([F:30])([F:29])[F:28])[CH:3]=1.[F:31][C:32]1[CH:33]=[C:34](B(O)O)[CH:35]=[C:36]([F:39])[C:37]=1[F:38]. Given the product [F:29][C:27]([F:30])([F:28])[C:4]1[CH:3]=[C:2]([C:34]2[CH:33]=[C:32]([F:31])[C:37]([F:38])=[C:36]([F:39])[CH:35]=2)[C:10]2[N:9]=[C:8]([N:11]3[CH2:16][CH2:15][N:14]([C:17]4[C:22]([C:23]([F:26])([F:25])[F:24])=[CH:21][CH:20]=[CH:19][N:18]=4)[CH2:13][CH2:12]3)[NH:7][C:6]=2[CH:5]=1, predict the reactants needed to synthesize it.